From a dataset of Reaction yield outcomes from USPTO patents with 853,638 reactions. Predict the reaction yield, written as a fraction of the theoretical maximum amount of product (1.0 means a 100% yield; for example, 0.34 means a 34% yield). (1) The reactants are [CH3:1][C:2]1[C:6]([CH2:7][N:8]2[CH:12]=[C:11]([N:13]3[C:17](=[O:18])[CH2:16][N:15]([CH2:19][C:20]4[CH:25]=[CH:24][CH:23]=[CH:22][C:21]=4[N+:26]([O-])=O)[C:14]3=[O:29])[CH:10]=[N:9]2)=[C:5]([CH3:30])[O:4][N:3]=1. The catalyst is C(O)C.[Pd]. The product is [NH2:26][C:21]1[CH:22]=[CH:23][CH:24]=[CH:25][C:20]=1[CH2:19][N:15]1[CH2:16][C:17](=[O:18])[N:13]([C:11]2[CH:10]=[N:9][N:8]([CH2:7][C:6]3[C:2]([CH3:1])=[N:3][O:4][C:5]=3[CH3:30])[CH:12]=2)[C:14]1=[O:29]. The yield is 0.260. (2) The reactants are [Cl:1][C:2]1[CH:10]=[CH:9][C:8]([N:11]([CH3:20])[S:12]([C:15]2[S:16][CH:17]=[CH:18][CH:19]=2)(=[O:14])=[O:13])=[C:7]2[C:3]=1[CH:4]=[C:5]([C:21](=[S:23])[NH2:22])[NH:6]2.Br[CH:25]([CH:28]=O)[CH:26]=[O:27].CN(C)C(=O)C. The catalyst is O. The product is [Cl:1][C:2]1[CH:10]=[CH:9][C:8]([N:11]([CH3:20])[S:12]([C:15]2[S:16][CH:17]=[CH:18][CH:19]=2)(=[O:14])=[O:13])=[C:7]2[C:3]=1[CH:4]=[C:5]([C:21]1[S:23][C:25]([CH2:26][OH:27])=[CH:28][N:22]=1)[NH:6]2. The yield is 0.520. (3) The reactants are [CH3:1][C:2]1[CH:11]=[CH:10][C:5]([C:6]([O:8][CH3:9])=[O:7])=[CH:4][C:3]=1[N+:12]([O-])=O.[CH3:15]O.[H][H]. The catalyst is C(OCC)(=O)C.[C].[Pd]. The product is [NH:12]1[C:3]2[C:2](=[CH:11][CH:10]=[C:5]([C:6]([O:8][CH3:9])=[O:7])[CH:4]=2)[CH:1]=[CH:15]1. The yield is 0.687. (4) The reactants are [OH:1][C:2]1[C:3]([CH3:15])=[N:4][C:5]2[C:10]([C:11]=1C(O)=O)=[CH:9][CH:8]=[CH:7][CH:6]=2.[CH2:16]([O:23][C:24]1[CH:25]=[C:26]2[C:31](=[CH:32][C:33]=1[O:34][CH3:35])[N:30]=[CH:29][CH:28]=[C:27]2Cl)[C:17]1[CH:22]=[CH:21][CH:20]=[CH:19][CH:18]=1. The catalyst is CN(C1C=CN=CC=1)C.ClC1C=CC=CC=1Cl. The product is [CH2:16]([O:23][C:24]1[CH:25]=[C:26]2[C:31](=[CH:32][C:33]=1[O:34][CH3:35])[N:30]=[CH:29][CH:28]=[C:27]2[O:1][C:2]1[C:3]([CH3:15])=[N:4][C:5]2[C:10]([CH:11]=1)=[CH:9][CH:8]=[CH:7][CH:6]=2)[C:17]1[CH:22]=[CH:21][CH:20]=[CH:19][CH:18]=1. The yield is 0.630.